Dataset: Forward reaction prediction with 1.9M reactions from USPTO patents (1976-2016). Task: Predict the product of the given reaction. Given the reactants [Cl:1][C:2]1[CH:10]=[C:9]2[C:5]([C:6]([C:20]#[N:21])=[C:7]([C:12]3[CH:13]=[N:14][CH:15]=[C:16]([CH:18]=O)[CH:17]=3)[N:8]2[CH3:11])=[CH:4][CH:3]=1.[F:22][C:23]([F:29])([F:28])[S:24]([NH2:27])(=[O:26])=[O:25], predict the reaction product. The product is: [Cl:1][C:2]1[CH:10]=[C:9]2[C:5]([C:6]([C:20]#[N:21])=[C:7]([C:12]3[CH:17]=[C:16]([CH2:18][NH:27][S:24]([C:23]([F:29])([F:28])[F:22])(=[O:26])=[O:25])[CH:15]=[N:14][CH:13]=3)[N:8]2[CH3:11])=[CH:4][CH:3]=1.